From a dataset of CYP2D6 inhibition data for predicting drug metabolism from PubChem BioAssay. Regression/Classification. Given a drug SMILES string, predict its absorption, distribution, metabolism, or excretion properties. Task type varies by dataset: regression for continuous measurements (e.g., permeability, clearance, half-life) or binary classification for categorical outcomes (e.g., BBB penetration, CYP inhibition). Dataset: cyp2d6_veith. (1) The compound is CC(C)=CCC/C(C)=C/CO/N=C1/C[C@@H](O)[C@@H](O)[C@@H]2[C@@H]3C(=O)N(C(C)(C)C)C(=O)[C@H]3CC[C@@H]12. The result is 0 (non-inhibitor). (2) The drug is O=C(O)[C@@H]1[C@@H]2O[C@@H]([C@H]1C(=O)O)[C@@H](Br)[C@H]2Br. The result is 0 (non-inhibitor). (3) The result is 0 (non-inhibitor). The drug is Cc1cc(OCC(F)(F)C(F)(F)C(F)(F)C(F)F)nc(N)n1. (4) The compound is O=C(c1ccc(C(F)(F)F)cc1)c1c[nH]c(C(=O)NCCCn2ccnc2)c1. The result is 1 (inhibitor). (5) The molecule is COc1cc2c(CCNC(C)=O)c[nH]c2cc1Cl. The result is 0 (non-inhibitor). (6) The drug is CCOC(=O)c1cc2c(=O)n3cccc(C)c3nc2n(Cc2ccco2)c1=NC(=O)c1ccccc1. The result is 0 (non-inhibitor). (7) The molecule is Cc1nn(-c2ccc(S(=O)(=O)O)cc2)c(O)c1N=Nc1ccc(-c2ccc(N=Nc3ccc4c(S(=O)(=O)O)cc(S(=O)(=O)O)c(N)c4c3O)c(O)c2)cc1O.[Cu].[Cu]. The result is 0 (non-inhibitor). (8) The molecule is CCOC(=O)[C@H](CCc1ccccc1)N[C@@H](C)C(=O)N1[C@H](C(=O)O)C[C@H]2CCC[C@@H]21. The result is 0 (non-inhibitor). (9) The drug is N#Cc1cccc(-c2cncnc2NCc2cccnc2)c1. The result is 0 (non-inhibitor). (10) The compound is C[C@@H](O)COc1ccc([As](=O)(O)O)cc1N. The result is 0 (non-inhibitor).